Dataset: Reaction yield outcomes from USPTO patents with 853,638 reactions. Task: Predict the reaction yield, written as a fraction of the theoretical maximum amount of product (1.0 means a 100% yield; for example, 0.34 means a 34% yield). (1) The reactants are [CH2:1]([O:8][C:9]1[CH:14]=[CH:13][C:12](B(O)O)=[CH:11][CH:10]=1)[C:2]1[CH:7]=[CH:6][CH:5]=[CH:4][CH:3]=1.I[C:19]1[CH:20]=[N:21][CH:22]=[CH:23][CH:24]=1.C(=O)([O-])[O-].[K+].[K+].C1(P(C2C=CC=CC=2)C2C=CC=CC=2)C=CC=CC=1. The catalyst is COCCOC.C([O-])(=O)C.[Pd+2].C([O-])(=O)C.O.CCO. The product is [CH2:1]([O:8][C:9]1[CH:14]=[CH:13][C:12]([C:19]2[CH:20]=[N:21][CH:22]=[CH:23][CH:24]=2)=[CH:11][CH:10]=1)[C:2]1[CH:7]=[CH:6][CH:5]=[CH:4][CH:3]=1. The yield is 0.920. (2) The product is [Cl:1][C:2]1[CH:3]=[C:4]([CH:5]=[CH2:18])[CH:7]=[CH:8][C:9]=1[CH2:10][NH:11][C:12]1[CH:17]=[CH:16][CH:15]=[CH:14][N:13]=1. The reactants are [Cl:1][C:2]1[CH:3]=[C:4]([CH:7]=[CH:8][C:9]=1[CH2:10][NH:11][C:12]1[CH:17]=[CH:16][CH:15]=[CH:14][N:13]=1)[CH:5]=O.[C:18]([O-])([O-])=O.[K+].[K+]. The catalyst is O1CCOCC1.[Br-].C[P+](C1C=CC=CC=1)(C1C=CC=CC=1)C1C=CC=CC=1. The yield is 0.500. (3) The reactants are [CH3:1][N:2]1[C:6]([C:7]([OH:9])=O)=[CH:5][CH:4]=[N:3]1.O1CCCC1.C(Cl)(=O)C(Cl)=O.[NH2:21][C:22]1[CH:23]=[C:24]([CH:41]=[CH:42][CH:43]=1)[O:25][C:26]1[CH:27]=[CH:28][C:29]2[N:30]([N:32]=[C:33]([NH:35][C:36]([CH:38]3[CH2:40][CH2:39]3)=[O:37])[N:34]=2)[CH:31]=1. The catalyst is CN(C)C=O.CN(C)C(=O)C. The product is [CH:38]1([C:36]([NH:35][C:33]2[N:34]=[C:29]3[CH:28]=[CH:27][C:26]([O:25][C:24]4[CH:23]=[C:22]([NH:21][C:7]([C:6]5[N:2]([CH3:1])[N:3]=[CH:4][CH:5]=5)=[O:9])[CH:43]=[CH:42][CH:41]=4)=[CH:31][N:30]3[N:32]=2)=[O:37])[CH2:39][CH2:40]1. The yield is 0.750. (4) The reactants are [F:1][C:2]([F:15])([F:14])[S:3]([O:6]S(C(F)(F)F)(=O)=O)(=[O:5])=[O:4].O[C:17]1[C:18]([CH2:26][CH:27]([CH3:29])[CH3:28])=[C:19]([CH:23]=[CH:24][CH:25]=1)C(N)=O.[N:30]1C=CC=C[CH:31]=1. The catalyst is C(OCC)(=O)C. The product is [F:1][C:2]([F:15])([F:14])[S:3]([O:6][C:24]1[CH:25]=[CH:17][C:18]([CH2:26][CH:27]([CH3:28])[CH3:29])=[CH:19][C:23]=1[C:31]#[N:30])(=[O:5])=[O:4]. The yield is 0.500. (5) The reactants are Cl[C:2]1[N:7]=[C:6]([NH:8][CH2:9][CH2:10][CH3:11])[N:5]=[C:4]([NH:12][CH2:13][CH2:14][CH3:15])[N:3]=1.Cl.[F:17][CH:18]([F:22])[CH2:19][O:20][NH2:21]. No catalyst specified. The product is [CH2:13]([NH:12][C:4]1[N:5]=[C:6]([NH:8][CH2:9][CH2:10][CH3:11])[N:7]=[C:2]([NH:21][O:20][CH2:19][CH:18]([F:22])[F:17])[N:3]=1)[CH2:14][CH3:15]. The yield is 0.590. (6) The reactants are [CH3:1][O:2][C:3]1[CH:31]=[CH:30][C:6]([CH2:7][N:8]2[C:12]3=[N:13][CH:14]=[CH:15][C:16]([O:17][C:18]4[CH:23]=[C:22]([Cl:24])[C:21]([N+:25]([O-])=O)=[CH:20][C:19]=4[F:28])=[C:11]3[C:10]([I:29])=[N:9]2)=[CH:5][CH:4]=1.CCO. The catalyst is CCOC(C)=O. The product is [CH3:1][O:2][C:3]1[CH:4]=[CH:5][C:6]([CH2:7][N:8]2[C:12]3=[N:13][CH:14]=[CH:15][C:16]([O:17][C:18]4[C:19]([F:28])=[CH:20][C:21]([NH2:25])=[C:22]([Cl:24])[CH:23]=4)=[C:11]3[C:10]([I:29])=[N:9]2)=[CH:30][CH:31]=1. The yield is 0.640. (7) The reactants are Cl[CH:2]([CH3:15])[C:3]([NH:5][C@H:6]([C:9]1[CH:14]=[CH:13][CH:12]=[CH:11][CH:10]=1)[CH2:7][OH:8])=[O:4].CC(C)([O-])C.[K+].Cl. The catalyst is C(O)(C)(C)C. The product is [CH3:15][C@H:2]1[O:8][CH2:7][C@@H:6]([C:9]2[CH:14]=[CH:13][CH:12]=[CH:11][CH:10]=2)[NH:5][C:3]1=[O:4]. The yield is 0.670.